Dataset: Catalyst prediction with 721,799 reactions and 888 catalyst types from USPTO. Task: Predict which catalyst facilitates the given reaction. (1) Reactant: Br[CH2:2][C:3]1[CH:8]=[CH:7][CH:6]=[CH:5][C:4]=1[N:9]1[C:13](=[O:14])[N:12]([CH3:15])[N:11]=[N:10]1.[CH3:16][C:17]1[CH:22]=[C:21]([C:23]2[C:27]([CH:28]=[O:29])=[C:26]([Cl:30])[N:25]([CH3:31])[N:24]=2)[CH:20]=[CH:19][C:18]=1[OH:32].C(=O)([O-])[O-].[K+].[K+]. Product: [CH3:16][C:17]1[CH:22]=[C:21]([C:23]2[C:27]([CH:28]=[O:29])=[C:26]([Cl:30])[N:25]([CH3:31])[N:24]=2)[CH:20]=[CH:19][C:18]=1[O:32][CH2:2][C:3]1[CH:8]=[CH:7][CH:6]=[CH:5][C:4]=1[N:9]1[C:13](=[O:14])[N:12]([CH3:15])[N:11]=[N:10]1. The catalyst class is: 10. (2) Reactant: [C:1]([C:3]1[CH:4]=[CH:5][C:6]([C@@H:12]2[C:17]3[C:18](=[O:21])[CH2:19][CH2:20][C:16]=3[N:15]([C:22]3[CH:27]=[CH:26][CH:25]=[C:24]([C:28]([F:31])([F:30])[F:29])[CH:23]=3)[C:14](=[O:32])[N:13]2[CH3:33])=[C:7]([CH:11]=1)[C:8]([O-])=[O:9])#[N:2].C[N:35](C)C=O.C(N(CC)C(C)C)(C)C.[Cl-].N. The catalyst class is: 84. Product: [C:1]([C:3]1[CH:4]=[CH:5][C:6]([C@@H:12]2[C:17]3[C:18](=[O:21])[CH2:19][CH2:20][C:16]=3[N:15]([C:22]3[CH:27]=[CH:26][CH:25]=[C:24]([C:28]([F:29])([F:31])[F:30])[CH:23]=3)[C:14](=[O:32])[N:13]2[CH3:33])=[C:7]([CH:11]=1)[C:8]([NH2:35])=[O:9])#[N:2]. (3) Reactant: [O:1]=[C:2]1[N:10]([CH2:11][CH2:12][CH3:13])[C:9]2[N:8]=[C:7]([C:14]34[CH2:21][CH2:20][C:17]([CH:22]=[CH:23][C:24]#[N:25])([CH2:18][CH2:19]3)[CH2:16][CH2:15]4)[NH:6][C:5]=2[C:4](=[O:26])[N:3]1[CH2:27][CH2:28][CH3:29].[H][H]. Product: [O:1]=[C:2]1[N:10]([CH2:11][CH2:12][CH3:13])[C:9]2[N:8]=[C:7]([C:14]34[CH2:19][CH2:18][C:17]([CH2:22][CH2:23][C:24]#[N:25])([CH2:20][CH2:21]3)[CH2:16][CH2:15]4)[NH:6][C:5]=2[C:4](=[O:26])[N:3]1[CH2:27][CH2:28][CH3:29]. The catalyst class is: 687. (4) Reactant: [Cl:1][C:2]1[CH:3]=[C:4]([CH2:33]O)[CH:5]=[N:6][C:7]=1[N:8]1[CH2:13][CH2:12][N:11]([C:14]2[CH:19]=[C:18]([C:20]3[CH:25]=[CH:24][C:23]([F:26])=[CH:22][CH:21]=3)[N:17]=[C:16]([N:27]3[CH2:31][CH2:30][CH2:29][CH:28]3[CH3:32])[N:15]=2)[CH2:10][CH2:9]1.C[CH2:36][N:37](CC)CC.CS(Cl)(=O)=O. Product: [Cl:1][C:2]1[CH:3]=[C:4]([CH2:33][C:36]#[N:37])[CH:5]=[N:6][C:7]=1[N:8]1[CH2:13][CH2:12][N:11]([C:14]2[CH:19]=[C:18]([C:20]3[CH:25]=[CH:24][C:23]([F:26])=[CH:22][CH:21]=3)[N:17]=[C:16]([N:27]3[CH2:31][CH2:30][CH2:29][CH:28]3[CH3:32])[N:15]=2)[CH2:10][CH2:9]1. The catalyst class is: 2.